From a dataset of Catalyst prediction with 721,799 reactions and 888 catalyst types from USPTO. Predict which catalyst facilitates the given reaction. (1) Reactant: [Cl:1][C:2]1[CH:10]=[C:9]2[C:5]([C:6]([C:11]([O:13]C)=[O:12])=[CH:7][NH:8]2)=[CH:4][C:3]=1[C:15]1[CH:20]=[CH:19][C:18]([O:21][CH2:22][CH2:23][CH2:24][N:25]2[CH2:30][CH2:29][O:28][CH2:27][CH2:26]2)=[CH:17][CH:16]=1.[OH-].[Na+].Cl. Product: [Cl:1][C:2]1[CH:10]=[C:9]2[C:5]([C:6]([C:11]([OH:13])=[O:12])=[CH:7][NH:8]2)=[CH:4][C:3]=1[C:15]1[CH:16]=[CH:17][C:18]([O:21][CH2:22][CH2:23][CH2:24][N:25]2[CH2:26][CH2:27][O:28][CH2:29][CH2:30]2)=[CH:19][CH:20]=1. The catalyst class is: 125. (2) Reactant: [O:1]1[CH:5]=[CH:4][CH:3]=[C:2]1[CH2:6][CH2:7][CH2:8][OH:9].CC(OI1(OC(C)=O)(OC(C)=O)OC(=O)C2C=CC=CC1=2)=O. The catalyst class is: 2. Product: [O:1]1[CH:5]=[CH:4][CH:3]=[C:2]1[CH2:6][CH2:7][CH:8]=[O:9]. (3) Reactant: [CH2:1]([O:3][C:4](=[O:16])[C:5]1[C:10](Cl)=[C:9]([N+:12]([O-:14])=[O:13])[C:8]([Cl:15])=[N:7][CH:6]=1)[CH3:2].CCN(CC)CC.[CH3:24][C:25]([CH3:30])([CH3:29])[CH2:26][CH2:27][NH2:28]. Product: [Cl:15][C:8]1[N:7]=[CH:6][C:5]([C:4]([O:3][CH2:1][CH3:2])=[O:16])=[C:10]([NH:28][CH2:27][CH2:26][C:25]([CH3:30])([CH3:29])[CH3:24])[C:9]=1[N+:12]([O-:14])=[O:13]. The catalyst class is: 2.